Dataset: Full USPTO retrosynthesis dataset with 1.9M reactions from patents (1976-2016). Task: Predict the reactants needed to synthesize the given product. (1) The reactants are: C([Si](C)(C)[O:6][CH2:7][CH2:8][CH2:9][N:10]1[CH:15]=[C:14]([C:16]([F:19])([F:18])[F:17])[C:13](=[O:20])[NH:12][C:11]1=[O:21])(C)(C)C.C(O)(C(F)(F)F)=O. Given the product [OH:6][CH2:7][CH2:8][CH2:9][N:10]1[CH:15]=[C:14]([C:16]([F:17])([F:18])[F:19])[C:13](=[O:20])[NH:12][C:11]1=[O:21], predict the reactants needed to synthesize it. (2) The reactants are: [F:1][C:2]1[CH:7]=[CH:6][C:5]([O:8][CH3:9])=[C:4]([O:10][CH3:11])[CH:3]=1.C([N-]C(C)C)(C)C.[Li+].[Cl:20][C:21]1[CH:32]=[CH:31][C:24]2[N:25]=C(C)[O:27][C:28](=O)[C:23]=2[CH:22]=1. Given the product [NH2:25][C:24]1[CH:31]=[CH:32][C:21]([Cl:20])=[CH:22][C:23]=1[C:28]([C:3]1[C:2]([F:1])=[CH:7][CH:6]=[C:5]([O:8][CH3:9])[C:4]=1[O:10][CH3:11])=[O:27], predict the reactants needed to synthesize it. (3) Given the product [F:39][C:22]([F:21])([F:38])[C:23]1[CH:28]=[CH:27][C:26](/[CH:29]=[CH:30]/[C:31]2[O:32][CH:33]=[C:34]([CH2:36][O:20][C:17]3[CH:16]=[CH:15][C:14]([CH2:13][CH2:12][CH2:11][N:7]4[CH:8]=[CH:9][N:10]=[C:6]4[CH2:5][CH2:4][OH:3])=[CH:19][CH:18]=3)[N:35]=2)=[CH:25][CH:24]=1, predict the reactants needed to synthesize it. The reactants are: [H-].[Na+].[OH:3][CH2:4][CH2:5][C:6]1[N:7]([CH2:11][CH2:12][CH2:13][C:14]2[CH:19]=[CH:18][C:17]([OH:20])=[CH:16][CH:15]=2)[CH:8]=[CH:9][N:10]=1.[F:21][C:22]([F:39])([F:38])[C:23]1[CH:28]=[CH:27][C:26](/[CH:29]=[CH:30]/[C:31]2[O:32][CH:33]=[C:34]([CH2:36]Cl)[N:35]=2)=[CH:25][CH:24]=1.